Dataset: Reaction yield outcomes from USPTO patents with 853,638 reactions. Task: Predict the reaction yield, written as a fraction of the theoretical maximum amount of product (1.0 means a 100% yield; for example, 0.34 means a 34% yield). (1) The reactants are [F:1][C:2]1[CH:7]=[C:6]([F:8])[CH:5]=[CH:4][C:3]=1[CH2:9][CH2:10][C:11]1[CH:16]=[CH:15][C:14]([S:17]([C:20]2[CH:21]=[C:22]([CH2:26][OH:27])[CH:23]=[CH:24][CH:25]=2)(=[O:19])=[O:18])=[CH:13][CH:12]=1.C(=O)C1C=CC=CC=1.C[N+]1([O-])CCOCC1. The catalyst is ClCCl.C(OCC)(=O)C.[Ru]([O-])(=O)(=O)=O.C([N+](CCC)(CCC)CCC)CC. The product is [F:1][C:2]1[CH:7]=[C:6]([F:8])[CH:5]=[CH:4][C:3]=1[CH2:9][CH2:10][C:11]1[CH:12]=[CH:13][C:14]([S:17]([C:20]2[CH:21]=[C:22]([CH:23]=[CH:24][CH:25]=2)[CH:26]=[O:27])(=[O:18])=[O:19])=[CH:15][CH:16]=1. The yield is 0.680. (2) The yield is 0.890. The catalyst is CCOC(C)=O.C1C=CC([P]([Pd]([P](C2C=CC=CC=2)(C2C=CC=CC=2)C2C=CC=CC=2)([P](C2C=CC=CC=2)(C2C=CC=CC=2)C2C=CC=CC=2)[P](C2C=CC=CC=2)(C2C=CC=CC=2)C2C=CC=CC=2)(C2C=CC=CC=2)C2C=CC=CC=2)=CC=1.O. The reactants are Br[C:2]1[C:10]2[C:5](=[N:6][C:7]([NH:11][CH3:12])=[N:8][CH:9]=2)[N:4]([CH2:13][CH:14]2[CH2:19][CH2:18][CH:17]([NH:20][C:21](=[O:27])[O:22][C:23]([CH3:26])([CH3:25])[CH3:24])[CH2:16][CH2:15]2)[N:3]=1.B(O)(O)[C:29]1[CH:30]=[CH:31][C:32]([CH3:35])=[CH:33][CH:34]=1.P(=O)([O-])[O-].[K+].[K+].O1CCOCC1. The product is [CH3:12][NH:11][C:7]1[N:6]=[C:5]2[N:4]([CH2:13][CH:14]3[CH2:19][CH2:18][CH:17]([NH:20][C:21](=[O:27])[O:22][C:23]([CH3:26])([CH3:25])[CH3:24])[CH2:16][CH2:15]3)[N:3]=[C:2]([C:29]3[CH:34]=[CH:33][C:32]([CH3:35])=[CH:31][CH:30]=3)[C:10]2=[CH:9][N:8]=1. (3) The reactants are C[O:2][CH:3](OC)[CH2:4][N:5]([C:14]1[CH:19]=[CH:18][CH:17]=[CH:16][C:15]=1[O:20][CH3:21])[C:6]([CH:8]1[CH2:13][CH2:12][CH2:11][CH2:10][CH2:9]1)=[O:7].C1(C=CC(O)=CC=1)O.Cl.C([O-])([O-])=O.[Na+].[Na+]. The catalyst is C(Cl)Cl. The product is [O:2]=[CH:3][CH2:4][N:5]([C:14]1[CH:19]=[CH:18][CH:17]=[CH:16][C:15]=1[O:20][CH3:21])[C:6]([CH:8]1[CH2:9][CH2:10][CH2:11][CH2:12][CH2:13]1)=[O:7]. The yield is 0.790. (4) The reactants are [Cl:1][C:2]1[CH:7]=[CH:6][C:5]([NH2:8])=[C:4]([C:9]2[NH:10][N:11]=[C:12]([CH2:14][O:15][CH3:16])[N:13]=2)[CH:3]=1.[Cl:17][CH2:18][C:19](Cl)=[O:20].O. The catalyst is C(O)(=O)C. The product is [Cl:17][CH2:18][C:19]([NH:8][C:5]1[CH:6]=[CH:7][C:2]([Cl:1])=[CH:3][C:4]=1[C:9]1[NH:10][N:11]=[C:12]([CH2:14][O:15][CH3:16])[N:13]=1)=[O:20]. The yield is 0.830. (5) The reactants are C(OC(=O)[NH:7][C:8]1[C:12]([F:13])=[C:11]([C:14]([CH3:17])([CH3:16])[CH3:15])[O:10][N:9]=1)(C)(C)C.C(=O)(O)[O-].[Na+]. The catalyst is O1CCOCC1.Cl. The product is [C:14]([C:11]1[O:10][N:9]=[C:8]([NH2:7])[C:12]=1[F:13])([CH3:17])([CH3:15])[CH3:16]. The yield is 0.490. (6) The reactants are [F-].[Cs+].Br[C:4]1[C:13]2[O:12][CH2:11][CH:10]([C:14]3[C:15]([C:20]#[N:21])=[N:16][CH:17]=[CH:18][CH:19]=3)[N:9]3[C:22](=[O:24])[NH:23][C:7]([C:8]=23)=[CH:6][CH:5]=1.[CH3:25][C:26]1[C:30](B(O)O)=[C:29]([CH3:34])[O:28][N:27]=1.C(O)CCC. The catalyst is C(P(C(C)(C)C)C1C=CC(N(C)C)=CC=1)(C)(C)C.Cl[Pd]Cl.O. The product is [CH3:25][C:26]1[C:30]([C:4]2[C:13]3[O:12][CH2:11][CH:10]([C:14]4[C:15]([C:20]#[N:21])=[N:16][CH:17]=[CH:18][CH:19]=4)[N:9]4[C:22](=[O:24])[NH:23][C:7]([C:8]=34)=[CH:6][CH:5]=2)=[C:29]([CH3:34])[O:28][N:27]=1. The yield is 0.850. (7) The reactants are ClC(Cl)(Cl)[C:3]([C:5]1[NH:6][C:7]2[CH2:8][CH2:9][CH2:10][CH2:11][C:12]=2[CH:13]=1)=[O:4].[O-][CH2:17][CH3:18].[Na+].C([OH:22])C. No catalyst specified. The product is [NH:6]1[C:7]2[CH2:8][CH2:9][CH2:10][CH2:11][C:12]=2[CH:13]=[C:5]1[C:3]([O:4][CH2:17][CH3:18])=[O:22]. The yield is 1.00. (8) The reactants are [Cl:1][C:2]1[CH:7]=[C:6]([O:8][C:9]2[C:18]3[C:13](=[CH:14][C:15]([O:23][CH3:24])=[C:16]([C:19]([O:21][CH3:22])=[O:20])[CH:17]=3)[N:12]=[CH:11][CH:10]=2)[CH:5]=[CH:4][C:3]=1[NH:25][C:26](=[O:34])OC1C=CC=CC=1.[CH3:35][NH2:36].O. The catalyst is CN(C)C=O.C(OCC)(=O)C.CCCCCC. The product is [Cl:1][C:2]1[CH:7]=[C:6]([CH:5]=[CH:4][C:3]=1[NH:25][C:26]([NH:36][CH3:35])=[O:34])[O:8][C:9]1[C:18]2[C:13](=[CH:14][C:15]([O:23][CH3:24])=[C:16]([C:19]([O:21][CH3:22])=[O:20])[CH:17]=2)[N:12]=[CH:11][CH:10]=1. The yield is 0.850.